From a dataset of Peptide-MHC class II binding affinity with 134,281 pairs from IEDB. Regression. Given a peptide amino acid sequence and an MHC pseudo amino acid sequence, predict their binding affinity value. This is MHC class II binding data. The peptide sequence is REYAAVAEELGALLA. The MHC is DRB1_0701 with pseudo-sequence DRB1_0701. The binding affinity (normalized) is 0.146.